This data is from Blood-brain barrier permeability classification from the B3DB database. The task is: Regression/Classification. Given a drug SMILES string, predict its absorption, distribution, metabolism, or excretion properties. Task type varies by dataset: regression for continuous measurements (e.g., permeability, clearance, half-life) or binary classification for categorical outcomes (e.g., BBB penetration, CYP inhibition). Dataset: b3db_classification. (1) The compound is C=CCN1CC[C@]23CCCC[C@H]2[C@H]1Cc1ccc(O)cc13. The result is 1 (penetrates BBB). (2) The compound is CC[C@H]1OC(=O)[C@H](C)[C@@H](O[C@H]2C[C@@](C)(OC)[C@@H](O)[C@H](C)O2)[C@H](C)[C@@H](O[C@H]2O[C@@H](C)C[C@@H](N(C)C)[C@@H]2O)[C@](C)(O)C[C@@H](C)C(=O)[C@H](C)[C@@H](O)[C@]1(C)O. The result is 0 (does not penetrate BBB). (3) The compound is O=C(Cc1ccc(Cl)c(Cl)c1)N1CCN(CCO)CC1CN1CCC(O)C1. The result is 0 (does not penetrate BBB). (4) The molecule is N=c1nc(N2CCCCC2)cc(N)n1O. The result is 0 (does not penetrate BBB). (5) The compound is O=C1CN2CCO[C@@]2(c2ccccc2F)c2cc(Cl)ccc2N1CCO. The result is 1 (penetrates BBB).